From a dataset of Reaction yield outcomes from USPTO patents with 853,638 reactions. Predict the reaction yield, written as a fraction of the theoretical maximum amount of product (1.0 means a 100% yield; for example, 0.34 means a 34% yield). (1) The reactants are [C:1]([O:5][C:6](=[O:40])[CH2:7][CH2:8][CH2:9][CH2:10][CH2:11][CH2:12][CH2:13][C:14](=[O:39])/[CH:15]=[CH:16]/[C@@H:17]([O:28][Si:29]([CH:36]([CH3:38])[CH3:37])([CH:33]([CH3:35])[CH3:34])[CH:30]([CH3:32])[CH3:31])[C@@H:18]([O:24][C:25](=[O:27])[CH3:26])[CH2:19][CH2:20][CH2:21][CH2:22][CH3:23])([CH3:4])([CH3:3])[CH3:2].Cl. The catalyst is O1CCCC1. The product is [C:1]([O:5][C:6](=[O:40])[CH2:7][CH2:8][CH2:9][CH2:10][CH2:11][CH2:12][CH2:13][C@@H:14]([OH:39])/[CH:15]=[CH:16]/[C@@H:17]([O:28][Si:29]([CH:36]([CH3:38])[CH3:37])([CH:33]([CH3:35])[CH3:34])[CH:30]([CH3:32])[CH3:31])[C@@H:18]([O:24][C:25](=[O:27])[CH3:26])[CH2:19][CH2:20][CH2:21][CH2:22][CH3:23])([CH3:3])([CH3:2])[CH3:4]. The yield is 0.990. (2) The reactants are [CH2:1]([O:3][C:4](=[O:22])[CH2:5][O:6][C@@H:7]1[CH2:13][C@H:12]2[N:14](C(OC(C)(C)C)=O)[C@@H:8]1[CH2:9][O:10][CH2:11]2)[CH3:2].Cl.O1CCOCC1. The catalyst is C(Cl)Cl. The product is [CH:12]12[NH:14][CH:8]([CH:7]([O:6][CH2:5][C:4]([O:3][CH2:1][CH3:2])=[O:22])[CH2:13]1)[CH2:9][O:10][CH2:11]2. The yield is 0.940. (3) The catalyst is C1C=CC=CC=1. The yield is 0.810. The reactants are [NH2:1][C:2]1[CH:10]=[CH:9][CH:8]=[C:7]([Cl:11])[C:3]=1[C:4]([OH:6])=O.O=S(Cl)Cl.[CH3:16][O:17][C:18]1[C:19]([NH2:24])=[CH:20][CH:21]=[CH:22][CH:23]=1.C(Cl)(Cl)Cl. The product is [NH2:1][C:2]1[CH:10]=[CH:9][CH:8]=[C:7]([Cl:11])[C:3]=1[C:4]([NH:24][C:19]1[CH:20]=[CH:21][CH:22]=[CH:23][C:18]=1[O:17][CH3:16])=[O:6]. (4) The reactants are C[O:2][C:3](=O)[CH2:4][CH2:5][C:6]1[S:10][C:9]2[CH:11]=[CH:12][CH:13]=[CH:14][C:8]=2[C:7]=1[Cl:15].[Li+].[BH4-].CO.[OH-].[Na+]. The catalyst is CCOCC. The product is [Cl:15][C:7]1[C:8]2[CH:14]=[CH:13][CH:12]=[CH:11][C:9]=2[S:10][C:6]=1[CH2:5][CH2:4][CH2:3][OH:2]. The yield is 0.790. (5) The reactants are [CH3:1][N:2]1[C:6]([C:7]2[O:8][C:9]([C:12]([OH:14])=O)=[CH:10][N:11]=2)=[CH:5][CH:4]=[N:3]1.C1CN([P+](Br)(N2CCCC2)N2CCCC2)CC1.F[P-](F)(F)(F)(F)F.CCN(C(C)C)C(C)C.[NH2:48][C@@H:49]([CH2:62][C:63]1[CH:68]=[CH:67][CH:66]=[C:65]([F:69])[CH:64]=1)[CH2:50][N:51]1[C:59](=[O:60])[C:58]2[C:53](=[CH:54][CH:55]=[CH:56][CH:57]=2)[C:52]1=[O:61]. The catalyst is C(Cl)(Cl)Cl. The product is [O:61]=[C:52]1[C:53]2[C:58](=[CH:57][CH:56]=[CH:55][CH:54]=2)[C:59](=[O:60])[N:51]1[CH2:50][C@@H:49]([NH:48][C:12]([C:9]1[O:8][C:7]([C:6]2[N:2]([CH3:1])[N:3]=[CH:4][CH:5]=2)=[N:11][CH:10]=1)=[O:14])[CH2:62][C:63]1[CH:68]=[CH:67][CH:66]=[C:65]([F:69])[CH:64]=1. The yield is 0.0300. (6) The reactants are C([O:8][C:9]1[CH:14]=[C:13]([O:15]CC2C=CC=CC=2)[C:12]([C:23]([CH3:25])=[CH2:24])=[CH:11][C:10]=1[C:26]([N:28]1[CH2:36][C:35]2[C:30](=[CH:31][CH:32]=[C:33]([C:37]3([OH:44])[CH2:42][CH2:41][N:40]([CH3:43])[CH2:39][CH2:38]3)[CH:34]=2)[CH2:29]1)=[O:27])C1C=CC=CC=1. The catalyst is CO.[Pd]. The product is [OH:8][C:9]1[CH:14]=[C:13]([OH:15])[C:12]([CH:23]([CH3:25])[CH3:24])=[CH:11][C:10]=1[C:26]([N:28]1[CH2:36][C:35]2[C:30](=[CH:31][CH:32]=[C:33]([C:37]3([OH:44])[CH2:42][CH2:41][N:40]([CH3:43])[CH2:39][CH2:38]3)[CH:34]=2)[CH2:29]1)=[O:27]. The yield is 1.00. (7) The reactants are [CH3:1][O:2][C:3]1[CH:4]=[C:5]2[C:9](=[CH:10][CH:11]=1)[NH:8][C:7](=[O:12])[C@:6]12[CH2:14][C@H:13]1[C:15]1[CH:23]=[C:22]2[C:18]([C:19]([C:24]3[CH:29]=[CH:28][C:27]([CH:30]4[CH2:35][CH2:34][N:33](C(OC(C)(C)C)=O)[CH2:32][CH2:31]4)=[CH:26][CH:25]=3)=[N:20][NH:21]2)=[CH:17][CH:16]=1.[C:43]([OH:49])([C:45]([F:48])([F:47])[F:46])=[O:44]. The catalyst is C(Cl)Cl. The product is [F:46][C:45]([F:48])([F:47])[C:43]([OH:49])=[O:44].[CH3:1][O:2][C:3]1[CH:4]=[C:5]2[C:9](=[CH:10][CH:11]=1)[NH:8][C:7](=[O:12])[C@:6]12[CH2:14][C@H:13]1[C:15]1[CH:23]=[C:22]2[C:18]([C:19]([C:24]3[CH:29]=[CH:28][C:27]([CH:30]4[CH2:35][CH2:34][NH:33][CH2:32][CH2:31]4)=[CH:26][CH:25]=3)=[N:20][NH:21]2)=[CH:17][CH:16]=1. The yield is 0.720. (8) The reactants are OS(O)(=O)=O.[C:6](=[O:22])([O:20][CH3:21])[O:7][C:8]1[CH:13]=[CH:12][C:11]([Br:14])=[CH:10][C:9]=1[CH:15]1[CH2:19][CH2:18][CH2:17][CH2:16]1.[N+:23]([O-])([O-:25])=[O:24].[K+]. No catalyst specified. The product is [C:6](=[O:22])([O:20][CH3:21])[O:7][C:8]1[CH:13]=[C:12]([N+:23]([O-:25])=[O:24])[C:11]([Br:14])=[CH:10][C:9]=1[CH:15]1[CH2:19][CH2:18][CH2:17][CH2:16]1. The yield is 0.720.